From a dataset of Forward reaction prediction with 1.9M reactions from USPTO patents (1976-2016). Predict the product of the given reaction. Given the reactants Cl[C:2]1[C:3]([C:21]#[N:22])=[N:4][CH:5]=[C:6]([C:8]#[C:9][C:10]2[CH:15]=[CH:14][C:13]([O:16][CH2:17][O:18][CH3:19])=[CH:12][C:11]=2[CH3:20])[CH:7]=1.C(OC([NH:30]C1C=C(CCC(OCC)=O)C=CC=1B1OC(C)(C)C(C)(C)O1)=O)(C)(C)C.C1(P(C2CCCCC2)C2C=CC=[CH:62][C:61]=2[C:66]2[C:71](OC)=[CH:70][CH:69]=[CH:68][C:67]=2OC)CCCCC1.[C:82](=[O:85])(O)[O-:83].[Na+].C(O)C[CH2:89][CH3:90].O, predict the reaction product. The product is: [NH2:30][C:21]1[C:3]2[N:4]=[CH:5][C:6]([C:8]#[C:9][C:10]3[CH:15]=[CH:14][C:13]([O:16][CH2:17][O:18][CH3:19])=[CH:12][C:11]=3[CH3:20])=[CH:7][C:2]=2[C:69]2[CH:70]=[CH:71][C:66]([CH2:61][CH2:62][C:82]([O:83][CH2:89][CH3:90])=[O:85])=[CH:67][C:68]=2[N:22]=1.